This data is from Full USPTO retrosynthesis dataset with 1.9M reactions from patents (1976-2016). The task is: Predict the reactants needed to synthesize the given product. (1) Given the product [N:23]1([CH2:2][CH2:3][CH2:4][O:5][C:6]2[CH:11]=[CH:10][C:9]([C:12]3[N:13]=[C:14]4[CH:19]=[C:18]([CH3:20])[CH:17]=[CH:16][N:15]4[CH:21]=3)=[C:8]([F:22])[CH:7]=2)[CH2:28][CH2:27][CH2:26][CH2:25][CH2:24]1, predict the reactants needed to synthesize it. The reactants are: Cl[CH2:2][CH2:3][CH2:4][O:5][C:6]1[CH:11]=[CH:10][C:9]([C:12]2[N:13]=[C:14]3[CH:19]=[C:18]([CH3:20])[CH:17]=[CH:16][N:15]3[CH:21]=2)=[C:8]([F:22])[CH:7]=1.[NH:23]1[CH2:28][CH2:27][CH2:26][CH2:25][CH2:24]1. (2) The reactants are: [CH3:1][C:2]1[CH:7]=[CH:6][N:5]=[CH:4][C:3]=1[C:8]([O:10][CH2:11][C:12]([C:14]1[CH:19]=[CH:18][CH:17]=[C:16]([Br:20])[CH:15]=1)=O)=O.C([NH2:24])(=O)C.B(F)(F)F.CCOCC.C([O-])(O)=O.[Na+]. Given the product [Br:20][C:16]1[CH:15]=[C:14]([C:12]2[N:24]=[C:8]([C:3]3[CH:4]=[N:5][CH:6]=[CH:7][C:2]=3[CH3:1])[O:10][CH:11]=2)[CH:19]=[CH:18][CH:17]=1, predict the reactants needed to synthesize it. (3) Given the product [CH3:26][C:15]1([CH2:14][N:11]2[CH2:12][CH2:13][N:8]([C:6]([C:42]3[CH:47]=[CH:46][CH:45]=[CH:44][CH:43]=3)=[O:5])[CH2:9][CH2:10]2)[O:19][C:18]2=[N:20][C:21]([N+:23]([O-:25])=[O:24])=[CH:22][N:17]2[CH2:16]1, predict the reactants needed to synthesize it. The reactants are: C([O:5][C:6]([N:8]1[CH2:13][CH2:12][N:11]([CH2:14][C:15]2([CH3:26])[O:19][C:18]3=[N:20][C:21]([N+:23]([O-:25])=[O:24])=[CH:22][N:17]3[CH2:16]2)[CH2:10][CH2:9]1)=O)(C)(C)C.FC(F)(F)C(O)=O.C(N(CC)CC)C.C(Cl)(=O)[C:42]1[CH:47]=[CH:46][CH:45]=[CH:44][CH:43]=1. (4) Given the product [F:1][C:2]1[CH:7]=[CH:6][C:5]([C:8]2[C:16](=[O:17])[N:11]3[CH2:12][CH:13]=[CH:14][CH2:15][N:10]3[C:9]=2[C:18]2[CH:23]=[CH:22][N:21]=[C:20]([NH:36][C@H:29]([C:30]3[CH:35]=[CH:34][CH:33]=[CH:32][CH:31]=3)[CH3:28])[N:19]=2)=[CH:4][CH:3]=1, predict the reactants needed to synthesize it. The reactants are: [F:1][C:2]1[CH:7]=[CH:6][C:5]([CH:8]2[C:16](=[O:17])[N:11]3[CH2:12][CH:13]=[CH:14][CH2:15][N:10]3[CH:9]2[C:18]2[CH:23]=[CH:22][N:21]=[C:20](S(C)(=O)=O)[N:19]=2)=[CH:4][CH:3]=1.[CH3:28][C@H:29]([NH2:36])[C:30]1[CH:35]=[CH:34][CH:33]=[CH:32][CH:31]=1.